Dataset: Peptide-MHC class I binding affinity with 185,985 pairs from IEDB/IMGT. Task: Regression. Given a peptide amino acid sequence and an MHC pseudo amino acid sequence, predict their binding affinity value. This is MHC class I binding data. (1) The peptide sequence is YNLRRGTAL. The MHC is HLA-B08:01 with pseudo-sequence HLA-B08:01. The binding affinity (normalized) is 0.728. (2) The peptide sequence is HDFGIPTPS. The MHC is HLA-B45:01 with pseudo-sequence HLA-B45:01. The binding affinity (normalized) is 0.326.